Task: Regression. Given two drug SMILES strings and cell line genomic features, predict the synergy score measuring deviation from expected non-interaction effect.. Dataset: NCI-60 drug combinations with 297,098 pairs across 59 cell lines (1) Drug 1: CC1C(C(CC(O1)OC2CC(CC3=C2C(=C4C(=C3O)C(=O)C5=C(C4=O)C(=CC=C5)OC)O)(C(=O)CO)O)N)O.Cl. Drug 2: CCC1(CC2CC(C3=C(CCN(C2)C1)C4=CC=CC=C4N3)(C5=C(C=C6C(=C5)C78CCN9C7C(C=CC9)(C(C(C8N6C)(C(=O)OC)O)OC(=O)C)CC)OC)C(=O)OC)O.OS(=O)(=O)O. Cell line: SK-OV-3. Synergy scores: CSS=15.6, Synergy_ZIP=-4.24, Synergy_Bliss=1.77, Synergy_Loewe=-2.90, Synergy_HSA=-1.70. (2) Drug 1: CNC(=O)C1=CC=CC=C1SC2=CC3=C(C=C2)C(=NN3)C=CC4=CC=CC=N4. Drug 2: CC1C(C(CC(O1)OC2CC(OC(C2O)C)OC3=CC4=CC5=C(C(=O)C(C(C5)C(C(=O)C(C(C)O)O)OC)OC6CC(C(C(O6)C)O)OC7CC(C(C(O7)C)O)OC8CC(C(C(O8)C)O)(C)O)C(=C4C(=C3C)O)O)O)O. Cell line: OVCAR-4. Synergy scores: CSS=16.6, Synergy_ZIP=4.35, Synergy_Bliss=5.89, Synergy_Loewe=6.71, Synergy_HSA=6.13. (3) Drug 1: CCC1=CC2CC(C3=C(CN(C2)C1)C4=CC=CC=C4N3)(C5=C(C=C6C(=C5)C78CCN9C7C(C=CC9)(C(C(C8N6C)(C(=O)OC)O)OC(=O)C)CC)OC)C(=O)OC.C(C(C(=O)O)O)(C(=O)O)O. Drug 2: CC1C(C(CC(O1)OC2CC(CC3=C2C(=C4C(=C3O)C(=O)C5=CC=CC=C5C4=O)O)(C(=O)C)O)N)O. Cell line: HOP-92. Synergy scores: CSS=45.4, Synergy_ZIP=4.67, Synergy_Bliss=5.68, Synergy_Loewe=1.94, Synergy_HSA=8.49. (4) Drug 1: CCCCCOC(=O)NC1=NC(=O)N(C=C1F)C2C(C(C(O2)C)O)O. Drug 2: CCN(CC)CCNC(=O)C1=C(NC(=C1C)C=C2C3=C(C=CC(=C3)F)NC2=O)C. Cell line: BT-549. Synergy scores: CSS=-1.54, Synergy_ZIP=2.25, Synergy_Bliss=2.49, Synergy_Loewe=-1.17, Synergy_HSA=-1.56. (5) Drug 1: CCCS(=O)(=O)NC1=C(C(=C(C=C1)F)C(=O)C2=CNC3=C2C=C(C=N3)C4=CC=C(C=C4)Cl)F. Drug 2: C1=NC2=C(N=C(N=C2N1C3C(C(C(O3)CO)O)O)F)N. Cell line: T-47D. Synergy scores: CSS=1.38, Synergy_ZIP=-0.305, Synergy_Bliss=0.565, Synergy_Loewe=-2.47, Synergy_HSA=-1.29. (6) Drug 1: C1=CC(=CC=C1CC(C(=O)O)N)N(CCCl)CCCl.Cl. Drug 2: C(=O)(N)NO. Cell line: OVCAR-8. Synergy scores: CSS=19.8, Synergy_ZIP=-6.37, Synergy_Bliss=-0.695, Synergy_Loewe=-13.5, Synergy_HSA=-1.67. (7) Drug 1: CC(C)CN1C=NC2=C1C3=CC=CC=C3N=C2N. Drug 2: N.N.Cl[Pt+2]Cl. Cell line: MALME-3M. Synergy scores: CSS=39.5, Synergy_ZIP=-4.27, Synergy_Bliss=0.363, Synergy_Loewe=2.54, Synergy_HSA=3.02. (8) Drug 1: CCC1(CC2CC(C3=C(CCN(C2)C1)C4=CC=CC=C4N3)(C5=C(C=C6C(=C5)C78CCN9C7C(C=CC9)(C(C(C8N6C)(C(=O)OC)O)OC(=O)C)CC)OC)C(=O)OC)O.OS(=O)(=O)O. Drug 2: C(CC(=O)O)C(=O)CN.Cl. Cell line: M14. Synergy scores: CSS=13.6, Synergy_ZIP=-3.56, Synergy_Bliss=-0.699, Synergy_Loewe=2.89, Synergy_HSA=1.16. (9) Cell line: NCI-H226. Synergy scores: CSS=1.58, Synergy_ZIP=-1.24, Synergy_Bliss=-2.12, Synergy_Loewe=0.498, Synergy_HSA=-1.19. Drug 1: C1=NC2=C(N=C(N=C2N1C3C(C(C(O3)CO)O)F)Cl)N. Drug 2: CC1=C2C(C(=O)C3(C(CC4C(C3C(C(C2(C)C)(CC1OC(=O)C(C(C5=CC=CC=C5)NC(=O)OC(C)(C)C)O)O)OC(=O)C6=CC=CC=C6)(CO4)OC(=O)C)O)C)O. (10) Drug 1: C1=CC(=CC=C1CCC2=CNC3=C2C(=O)NC(=N3)N)C(=O)NC(CCC(=O)O)C(=O)O. Drug 2: C1CN1P(=S)(N2CC2)N3CC3. Cell line: CAKI-1. Synergy scores: CSS=16.1, Synergy_ZIP=-9.65, Synergy_Bliss=-2.03, Synergy_Loewe=0.513, Synergy_HSA=2.20.